This data is from Full USPTO retrosynthesis dataset with 1.9M reactions from patents (1976-2016). The task is: Predict the reactants needed to synthesize the given product. (1) Given the product [F:18][CH2:19][C:20]([O-:22])=[O:21].[C:16]([O-:17])(=[O:4])[CH:14]([CH3:12])[OH:15], predict the reactants needed to synthesize it. The reactants are: C(O)CC[OH:4].O=[CH:12][C@@H:14]([C@H:16]([C@@H:12]([C@@H:14]([CH2:16][OH:17])[OH:15])O)[OH:17])[OH:15].[F:18][CH2:19][C:20]([O-:22])=[O:21]. (2) Given the product [CH2:1]([C:5]1([CH2:28][CH2:29][CH2:30][CH3:31])[CH2:11][N:10]([C:12]2[CH:13]=[CH:14][C:15]([O:18][CH2:40][C:37]3[CH:38]=[CH:39][C:34]([CH2:33][Cl:32])=[CH:35][CH:36]=3)=[CH:16][CH:17]=2)[C:9]2[CH:19]=[C:20]([N:23]([CH3:25])[CH3:24])[CH:21]=[CH:22][C:8]=2[S:7](=[O:26])(=[O:27])[CH2:6]1)[CH2:2][CH2:3][CH3:4], predict the reactants needed to synthesize it. The reactants are: [CH2:1]([C:5]1([CH2:28][CH2:29][CH2:30][CH3:31])[CH2:11][N:10]([C:12]2[CH:17]=[CH:16][C:15]([OH:18])=[CH:14][CH:13]=2)[C:9]2[CH:19]=[C:20]([N:23]([CH3:25])[CH3:24])[CH:21]=[CH:22][C:8]=2[S:7](=[O:27])(=[O:26])[CH2:6]1)[CH2:2][CH2:3][CH3:4].[Cl:32][CH2:33][C:34]1[CH:39]=[CH:38][C:37]([CH2:40]Cl)=[CH:36][CH:35]=1.